From a dataset of Full USPTO retrosynthesis dataset with 1.9M reactions from patents (1976-2016). Predict the reactants needed to synthesize the given product. (1) The reactants are: [H-].[Al+3].[Li+].[H-].[H-].[H-].[Br:7][C:8]1[CH:9]=[C:10]2[C:15](=[CH:16][CH:17]=1)[N:14]=[C:13]([C:18](OC)=[O:19])[CH:12]=[C:11]2[CH3:22]. Given the product [Br:7][C:8]1[CH:9]=[C:10]2[C:15](=[CH:16][CH:17]=1)[N:14]=[C:13]([CH2:18][OH:19])[CH:12]=[C:11]2[CH3:22], predict the reactants needed to synthesize it. (2) Given the product [CH3:9][C:10]1[CH:15]=[CH:14][C:13]([NH:16][C:17](=[O:30])[C:18]2[CH:23]=[CH:22][CH:21]=[C:20]([N:24]3[CH2:25][CH2:26][O:27][CH2:28][CH2:29]3)[CH:19]=2)=[CH:12][C:11]=1[NH:31][C:32](=[O:40])[C:33]1[CH:38]=[CH:37][CH:36]=[C:35]([O:39][C:2]2[CH:7]=[C:6]([Cl:8])[N:5]=[CH:4][N:3]=2)[CH:34]=1, predict the reactants needed to synthesize it. The reactants are: Cl[C:2]1[CH:7]=[C:6]([Cl:8])[N:5]=[CH:4][N:3]=1.[CH3:9][C:10]1[CH:15]=[CH:14][C:13]([NH:16][C:17](=[O:30])[C:18]2[CH:23]=[CH:22][CH:21]=[C:20]([N:24]3[CH2:29][CH2:28][O:27][CH2:26][CH2:25]3)[CH:19]=2)=[CH:12][C:11]=1[NH:31][C:32](=[O:40])[C:33]1[CH:38]=[CH:37][CH:36]=[C:35]([OH:39])[CH:34]=1. (3) Given the product [CH3:19][C:15]1[N:14]=[C:13]([C:23]([CH:25]2[CH2:30][CH2:29][CH2:28][N:27]([C:31]([O:33][C:34]([CH3:37])([CH3:36])[CH3:35])=[O:32])[CH2:26]2)=[O:24])[CH:18]=[CH:17][CH:16]=1, predict the reactants needed to synthesize it. The reactants are: C([Li])CCC.CCCCCC.Br[C:13]1[CH:18]=[CH:17][CH:16]=[C:15]([CH3:19])[N:14]=1.CON(C)[C:23]([CH:25]1[CH2:30][CH2:29][CH2:28][N:27]([C:31]([O:33][C:34]([CH3:37])([CH3:36])[CH3:35])=[O:32])[CH2:26]1)=[O:24].[Cl-].[NH4+]. (4) Given the product [ClH:13].[CH3:11][N:4]1[C:5]2[CH:10]=[CH:9][C:8]([C:27](=[O:28])[CH2:26][CH2:25][CH2:24][CH:23]([N:22]([CH2:21][CH2:20][C:15]3[CH:16]=[CH:17][CH:18]=[CH:19][C:14]=3[Cl:13])[CH3:31])[CH3:30])=[CH:7][C:6]=2[N:2]([CH3:1])[C:3]1=[O:12], predict the reactants needed to synthesize it. The reactants are: [CH3:1][N:2]1[C:6]2[CH:7]=[CH:8][CH:9]=[CH:10][C:5]=2[N:4]([CH3:11])[C:3]1=[O:12].[Cl:13][C:14]1[CH:19]=[CH:18][CH:17]=[CH:16][C:15]=1[CH2:20][CH2:21][N:22]([CH3:31])[CH:23]([CH3:30])[CH2:24][CH2:25][CH2:26][C:27](O)=[O:28]. (5) Given the product [CH3:1][O:2][C:3]1[CH:4]=[C:5]([C:11]([C:13]2[CH:18]=[C:17]([O:19][CH3:20])[C:16]([O:21][CH3:22])=[C:15]([O:23][CH3:24])[CH:14]=2)=[CH:33][C:34]#[N:35])[CH:6]=[CH:7][C:8]=1[O:9][CH3:10], predict the reactants needed to synthesize it. The reactants are: [CH3:1][O:2][C:3]1[CH:4]=[C:5]([C:11]([C:13]2[CH:18]=[C:17]([O:19][CH3:20])[C:16]([O:21][CH3:22])=[C:15]([O:23][CH3:24])[CH:14]=2)=O)[CH:6]=[CH:7][C:8]=1[O:9][CH3:10].C(OP([CH2:33][C:34]#[N:35])(=O)OCC)C.C[Si]([N-][Si](C)(C)C)(C)C.[K+].COC1C=C(C(C2C=CC=C(OC)C=2)=CC#N)C=C(OC)C=1. (6) Given the product [CH2:15]([N:22]1[CH2:2][C:3]2[C:12](=[CH:11][CH:10]=[C:5]([C:6]([O:8][CH3:9])=[O:7])[CH:4]=2)[CH2:13]1)[C:16]1[CH:21]=[CH:20][CH:19]=[CH:18][CH:17]=1, predict the reactants needed to synthesize it. The reactants are: Br[CH2:2][C:3]1[CH:4]=[C:5]([CH:10]=[CH:11][C:12]=1[CH2:13]Br)[C:6]([O:8][CH3:9])=[O:7].[CH2:15]([NH2:22])[C:16]1[CH:21]=[CH:20][CH:19]=[CH:18][CH:17]=1.